From a dataset of HIV replication inhibition screening data with 41,000+ compounds from the AIDS Antiviral Screen. Binary Classification. Given a drug SMILES string, predict its activity (active/inactive) in a high-throughput screening assay against a specified biological target. (1) The molecule is Nc1ccc(C=Cc2ccc3cccnc3c2)cc1. The result is 0 (inactive). (2) The drug is COC(=O)NC1(NC(=O)OC)NC(=O)c2cc(OC)c(OC)cc2N1. The result is 0 (inactive). (3) The drug is O=P(O)(O)CCON=Cc1cnc(O)nc1O.[NaH]. The result is 0 (inactive). (4) The molecule is COc1cc([N+](=O)[O-])c(OC)c2c(O)nc(O)nc12. The result is 0 (inactive).